This data is from Forward reaction prediction with 1.9M reactions from USPTO patents (1976-2016). The task is: Predict the product of the given reaction. (1) Given the reactants [NH2:1][C:2]1[C:9]([F:10])=[CH:8][CH:7]=[CH:6][C:3]=1[C:4]#[N:5].C([O-])(=O)C.[Na+].C1(C)C=CC=CC=1.[CH2:23]=[C:24]1[O:28][C:26](=[O:27])[CH2:25]1, predict the reaction product. The product is: [C:4]([C:3]1[CH:6]=[CH:7][CH:8]=[C:9]([F:10])[C:2]=1[NH:1][C:26](=[O:27])[CH2:25][C:24](=[O:28])[CH3:23])#[N:5]. (2) Given the reactants Cl.Cl.[CH3:3][C:4]1[CH:13]=[CH:12][C:11]2[C:6](=[CH:7][CH:8]=[CH:9][C:10]=2[N:14]2[CH2:19][CH2:18][N:17]([CH2:20][CH2:21][C:22]3[C:31]4[O:30][CH2:29][C:28]5=[C:32]([C:35]([O:37]CC)=[O:36])[N:33]=[CH:34][N:27]5[C:26]=4[CH:25]=[CH:24][CH:23]=3)[CH2:16][CH2:15]2)[N:5]=1.[OH-].[Na+], predict the reaction product. The product is: [CH3:3][C:4]1[CH:13]=[CH:12][C:11]2[C:6](=[CH:7][CH:8]=[CH:9][C:10]=2[N:14]2[CH2:15][CH2:16][N:17]([CH2:20][CH2:21][C:22]3[C:31]4[O:30][CH2:29][C:28]5=[C:32]([C:35]([OH:37])=[O:36])[N:33]=[CH:34][N:27]5[C:26]=4[CH:25]=[CH:24][CH:23]=3)[CH2:18][CH2:19]2)[N:5]=1.